Dataset: Forward reaction prediction with 1.9M reactions from USPTO patents (1976-2016). Task: Predict the product of the given reaction. (1) Given the reactants [Br:1][C:2]1[CH:7]=[CH:6][C:5]([N+:8]([O-:10])=[O:9])=[C:4](F)[CH:3]=1.[CH3:12][O-:13].[Na+].CO, predict the reaction product. The product is: [CH3:12][O:13][C:4]1[CH:3]=[C:2]([Br:1])[CH:7]=[CH:6][C:5]=1[N+:8]([O-:10])=[O:9]. (2) The product is: [CH2:7]([O:14][CH2:15][CH:16]1[CH:20]([CH2:21][N:4]2[CH:3]=[C:2]([Br:1])[CH:6]=[N:5]2)[O:19][C:18](=[O:23])[NH:17]1)[C:8]1[CH:9]=[CH:10][CH:11]=[CH:12][CH:13]=1. Given the reactants [Br:1][C:2]1[CH:3]=[N:4][NH:5][CH:6]=1.[CH2:7]([O:14][CH2:15][CH:16]1[CH:20]([CH2:21]I)[O:19][C:18](=[O:23])[NH:17]1)[C:8]1[CH:13]=[CH:12][CH:11]=[CH:10][CH:9]=1.[O-]P([O-])([O-])=O.[K+].[K+].[K+], predict the reaction product. (3) Given the reactants CC1(C)C(C)(C)OB([C:9]2[CH:10]=[C:11]3[C:16](=[CH:17][CH:18]=2)[CH:15]=[N:14][CH:13]=[CH:12]3)O1.Br[C:21]1[CH:30]=[CH:29][C:28]([O:31][CH3:32])=[C:27]2[C:22]=1[CH:23]=[CH:24][CH:25]=[N:26]2, predict the reaction product. The product is: [CH:15]1[C:16]2[C:11](=[CH:10][C:9]([C:21]3[CH:30]=[CH:29][C:28]([O:31][CH3:32])=[C:27]4[C:22]=3[CH:23]=[CH:24][CH:25]=[N:26]4)=[CH:18][CH:17]=2)[CH:12]=[CH:13][N:14]=1.